From a dataset of Reaction yield outcomes from USPTO patents with 853,638 reactions. Predict the reaction yield, written as a fraction of the theoretical maximum amount of product (1.0 means a 100% yield; for example, 0.34 means a 34% yield). (1) The product is [CH3:18][O:19][CH2:20][CH2:21][O:22][C@@H:6]1[C@H:7]([OH:12])[C@@H:8]([CH2:10][OH:11])[O:9][C@H:5]1[N:4]1[CH:3]=[C:2]([CH3:1])[C:16](=[O:17])[NH:15][C:14]1=[O:13]. The yield is 0.630. The reactants are [CH3:1][C:2]1[C:16](=[O:17])[N:15]=[C:14]2[N:4]([C@@H:5]3[O:9][C@H:8]([CH2:10][OH:11])[C@@H:7]([OH:12])[C@@H:6]3[O:13]2)[CH:3]=1.[CH3:18][O:19][CH2:20][CH2:21][O:22]B([O:22][CH2:21][CH2:20][O:19][CH3:18])[O:22][CH2:21][CH2:20][O:19][CH3:18]. The catalyst is COCCO. (2) The reactants are C[Si]([C:5]#[N:6])(C)C.[NH2:7][C:8]1[CH:16]=[CH:15][C:11]([C:12]([OH:14])=O)=[CH:10][CH:9]=1.[C:17]1(=O)[CH2:20][CH2:19][CH2:18]1. The catalyst is ClCCl. The product is [OH:14][CH2:12][C:11]1[CH:10]=[CH:9][C:8]([NH:7][C:17]2([C:5]#[N:6])[CH2:20][CH2:19][CH2:18]2)=[CH:16][CH:15]=1. The yield is 0.840.